Dataset: Forward reaction prediction with 1.9M reactions from USPTO patents (1976-2016). Task: Predict the product of the given reaction. (1) Given the reactants Cl[C:2]1[CH:7]=[C:6]([Cl:8])[N:5]2[N:9]=[CH:10][C:11]([CH:12]([CH3:14])[CH3:13])=[C:4]2[N:3]=1.CC1(C)C(C)(C)OB([C:23]2[CH:24]=[C:25]3[CH:31]=[CH:30][NH:29][C:26]3=[N:27][CH:28]=2)O1.C([O-])(O)=O.[Na+], predict the reaction product. The product is: [Cl:8][C:6]1[N:5]2[N:9]=[CH:10][C:11]([CH:12]([CH3:14])[CH3:13])=[C:4]2[N:3]=[C:2]([C:23]2[CH:24]=[C:25]3[CH:31]=[CH:30][NH:29][C:26]3=[N:27][CH:28]=2)[CH:7]=1. (2) Given the reactants [CH3:1][C:2]1[N:7]=[C:6]([NH2:8])[C:5]([NH2:9])=[CH:4][CH:3]=1.[CH:10]([CH:12]=O)=O, predict the reaction product. The product is: [CH3:1][C:2]1[CH:3]=[CH:4][C:5]2[C:6]([N:7]=1)=[N:8][CH:10]=[CH:12][N:9]=2. (3) Given the reactants [CH2:1]([O:8][C:9]([NH:11][CH2:12][CH2:13][CH2:14][CH2:15][CH2:16][CH2:17][CH2:18][NH:19][C:20]([CH2:22][O:23][CH2:24][C:25]([OH:27])=O)=[O:21])=[O:10])[C:2]1[CH:7]=[CH:6][CH:5]=[CH:4][CH:3]=1.[NH2:28][C:29]1[CH:34]=[CH:33][C:32]([CH:35]([NH:55][C:56]([CH:58]2[CH2:63][CH2:62][C:61]([F:65])([F:64])[CH2:60][CH2:59]2)=[O:57])[CH2:36][CH2:37][N:38]2[CH:43]3[CH2:44][CH2:45][CH:39]2[CH2:40][CH:41]([N:46]2[C:50]([CH3:51])=[N:49][N:48]=[C:47]2[CH:52]([CH3:54])[CH3:53])[CH2:42]3)=[CH:31][CH:30]=1, predict the reaction product. The product is: [CH2:1]([O:8][C:9](=[O:10])[NH:11][CH2:12][CH2:13][CH2:14][CH2:15][CH2:16][CH2:17][CH2:18][NH:19][C:20](=[O:21])[CH2:22][O:23][CH2:24][C:25](=[O:27])[NH:28][C:29]1[CH:30]=[CH:31][C:32]([CH:35]([NH:55][C:56]([CH:58]2[CH2:63][CH2:62][C:61]([F:64])([F:65])[CH2:60][CH2:59]2)=[O:57])[CH2:36][CH2:37][N:38]2[CH:43]3[CH2:44][CH2:45][CH:39]2[CH2:40][CH:41]([N:46]2[C:50]([CH3:51])=[N:49][N:48]=[C:47]2[CH:52]([CH3:54])[CH3:53])[CH2:42]3)=[CH:33][CH:34]=1)[C:2]1[CH:3]=[CH:4][CH:5]=[CH:6][CH:7]=1. (4) Given the reactants [CH3:1][O:2][C:3](=[O:23])[CH2:4][N:5]1[C:9]([C:10]2[CH:15]=[CH:14][CH:13]=[CH:12][CH:11]=2)=[CH:8][CH:7]=[C:6]1[C:16]1[CH:21]=[CH:20][CH:19]=[C:18]([NH2:22])[CH:17]=1.[CH3:24][C:25]1[O:29][N:28]=[C:27]([C:30](Cl)=[O:31])[CH:26]=1.C(N(CC)CC)C, predict the reaction product. The product is: [CH3:1][O:2][C:3](=[O:23])[CH2:4][N:5]1[C:9]([C:10]2[CH:15]=[CH:14][CH:13]=[CH:12][CH:11]=2)=[CH:8][CH:7]=[C:6]1[C:16]1[CH:21]=[CH:20][CH:19]=[C:18]([NH:22][C:30]([C:27]2[CH:26]=[C:25]([CH3:24])[O:29][N:28]=2)=[O:31])[CH:17]=1. (5) Given the reactants Cl[C:2]1[CH:7]=[C:6]([NH:8][C:9]2[CH:17]=[CH:16][CH:15]=[CH:14][C:10]=2[C:11]([OH:13])=[O:12])[C:5]([Cl:18])=[CH:4][N:3]=1.[CH3:19][O:20][C:21]1[CH:27]=[C:26]([N:28]2[CH2:33][CH2:32][O:31][CH2:30][CH2:29]2)[CH:25]=[CH:24][C:22]=1[NH2:23].C1C=CC(P(C2C(C3C(P(C4C=CC=CC=4)C4C=CC=CC=4)=CC=C4C=3C=CC=C4)=C3C(C=CC=C3)=CC=2)C2C=CC=CC=2)=CC=1.CC(C)([O-])C.[Na+], predict the reaction product. The product is: [Cl:18][C:5]1[C:6]([NH:8][C:9]2[CH:17]=[CH:16][CH:15]=[CH:14][C:10]=2[C:11]([OH:13])=[O:12])=[CH:7][C:2]([NH:23][C:22]2[CH:24]=[CH:25][C:26]([N:28]3[CH2:29][CH2:30][O:31][CH2:32][CH2:33]3)=[CH:27][C:21]=2[O:20][CH3:19])=[N:3][CH:4]=1. (6) The product is: [Br:1][C:2]1[CH:7]=[C:6]2[C:5](=[CH:4][C:3]=1[O:21][CH2:22][CH3:23])[N:8]=[CH:9][C:10]([C:11]([O:13][CH2:14][CH3:15])=[O:12])=[C:16]2[Cl:26]. Given the reactants [Br:1][C:2]1[CH:7]=[CH:6][C:5]([NH:8][CH2:9][CH:10]([C:16](OCC)=O)[C:11]([O:13][CH2:14][CH3:15])=[O:12])=[CH:4][C:3]=1[O:21][CH2:22][CH3:23].O=P(Cl)(Cl)[Cl:26], predict the reaction product. (7) Given the reactants [CH2:1]([O:3][C:4](=[O:16])[CH2:5][C:6]1([CH3:15])[C:14]2[C:9](=[CH:10][CH:11]=[CH:12][CH:13]=2)[CH2:8][NH:7]1)[CH3:2].[C:17](O[C:17]([O:19][C:20]([CH3:23])([CH3:22])[CH3:21])=[O:18])([O:19][C:20]([CH3:23])([CH3:22])[CH3:21])=[O:18], predict the reaction product. The product is: [C:20]([O:19][C:17]([N:7]1[CH2:8][C:9]2[C:14](=[CH:13][CH:12]=[CH:11][CH:10]=2)[C:6]1([CH2:5][C:4]([O:3][CH2:1][CH3:2])=[O:16])[CH3:15])=[O:18])([CH3:23])([CH3:22])[CH3:21].